From a dataset of Forward reaction prediction with 1.9M reactions from USPTO patents (1976-2016). Predict the product of the given reaction. (1) Given the reactants [NH2:1][C:2]1[NH:6][N:5]=[C:4]([NH:7][C:8]2[CH:13]=[CH:12][CH:11]=[CH:10][CH:9]=2)[C:3]=1[C:14]#[N:15].O=[CH:17][C:18]1[CH:26]=[CH:25][C:23]([OH:24])=[C:20]([O:21][CH3:22])[CH:19]=1, predict the reaction product. The product is: [OH:24][C:23]1[CH:25]=[CH:26][C:18]([CH:17]=[N:1][C:2]2[NH:6][N:5]=[C:4]([NH:7][C:8]3[CH:13]=[CH:12][CH:11]=[CH:10][CH:9]=3)[C:3]=2[C:14]#[N:15])=[CH:19][C:20]=1[O:21][CH3:22]. (2) Given the reactants [Cl:1][C:2]1[N:7]=[C:6](Cl)[C:5]([F:9])=[CH:4][N:3]=1.[F:10][C:11]1[CH:16]=[C:15]([F:17])[C:14]([F:18])=[CH:13][C:12]=1B(O)O.C(=O)([O-])[O-].[K+].[K+].COCCOC, predict the reaction product. The product is: [Cl:1][C:2]1[N:7]=[C:6]([C:12]2[CH:13]=[C:14]([F:18])[C:15]([F:17])=[CH:16][C:11]=2[F:10])[C:5]([F:9])=[CH:4][N:3]=1.